From a dataset of Reaction yield outcomes from USPTO patents with 853,638 reactions. Predict the reaction yield, written as a fraction of the theoretical maximum amount of product (1.0 means a 100% yield; for example, 0.34 means a 34% yield). The reactants are Cl.[CH:2]1[C:11]2[C:6](=[CH:7][CH:8]=[CH:9][CH:10]=2)[CH:5]=[CH:4][C:3]=1[C@@:12]12[CH2:17][C@@H:16]1[CH2:15][NH:14][CH2:13]2.Cl. The catalyst is C(O)(C)C. The product is [CH:2]1[C:11]2[C:6](=[CH:7][CH:8]=[CH:9][CH:10]=2)[CH:5]=[CH:4][C:3]=1[C@@:12]12[CH2:17][C@@H:16]1[CH2:15][NH:14][CH2:13]2. The yield is 0.910.